Dataset: Full USPTO retrosynthesis dataset with 1.9M reactions from patents (1976-2016). Task: Predict the reactants needed to synthesize the given product. (1) The reactants are: Cl.[NH2:2][CH2:3][C:4]1[CH:5]=[C:6]2[C:10](=[CH:11][CH:12]=1)[C:9](=[O:13])[N:8]([CH:14]1[CH2:19][CH2:18][C:17](=[O:20])[NH:16][C:15]1=[O:21])[C:7]2=[O:22].[C:23]([CH2:27][C:28](Cl)=[O:29])([CH3:26])([CH3:25])[CH3:24].CCN(C(C)C)C(C)C. Given the product [O:21]=[C:15]1[CH:14]([N:8]2[C:7](=[O:22])[C:6]3[C:10](=[CH:11][CH:12]=[C:4]([CH2:3][NH:2][C:28](=[O:29])[CH2:27][C:23]([CH3:26])([CH3:25])[CH3:24])[CH:5]=3)[C:9]2=[O:13])[CH2:19][CH2:18][C:17](=[O:20])[NH:16]1, predict the reactants needed to synthesize it. (2) Given the product [F:25][C:22]1[CH:23]=[C:24]2[C:19](=[CH:20][CH:21]=1)[NH:18][CH:17]=[C:16]2[CH2:15][CH2:14][CH2:13][CH2:12][N:29]1[CH2:30][CH2:31][N:26]([C:32]2[N:37]=[C:36]([C:38]#[N:39])[CH:35]=[CH:34][N:33]=2)[CH2:27][CH2:28]1, predict the reactants needed to synthesize it. The reactants are: CC1C=CC(S(O[CH2:12][CH2:13][CH2:14][CH2:15][C:16]2[C:24]3[C:19](=[CH:20][CH:21]=[C:22]([F:25])[CH:23]=3)[NH:18][CH:17]=2)(=O)=O)=CC=1.[N:26]1([C:32]2[N:37]=[C:36]([C:38]#[N:39])[CH:35]=[CH:34][N:33]=2)[CH2:31][CH2:30][NH:29][CH2:28][CH2:27]1.C(=O)([O-])[O-].[K+].[K+].[I-].[K+]. (3) Given the product [N+:22]([C:25]1[CH:32]=[CH:31][C:28]([CH2:29][N:1]2[C:9]3[C:4](=[CH:5][CH:6]=[CH:7][CH:8]=3)[C:3]([CH2:10][C:11]([O:13][CH2:14][CH3:15])=[O:12])=[N:2]2)=[CH:27][CH:26]=1)([O-:24])=[O:23], predict the reactants needed to synthesize it. The reactants are: [NH:1]1[C:9]2[C:4](=[CH:5][CH:6]=[CH:7][CH:8]=2)[C:3]([CH2:10][C:11]([O:13][CH2:14][CH3:15])=[O:12])=[N:2]1.C(=O)([O-])[O-].[Cs+].[Cs+].[N+:22]([C:25]1[CH:32]=[CH:31][C:28]([CH2:29]Br)=[CH:27][CH:26]=1)([O-:24])=[O:23]. (4) The reactants are: [CH3:1][C:2]([C:4]1[CH:9]=[C:8]([F:10])[CH:7]=[C:6]([F:11])[CH:5]=1)=[O:3].[Se](=O)=[O:13]. Given the product [F:11][C:6]1[CH:5]=[C:4]([C:2](=[O:3])[CH:1]=[O:13])[CH:9]=[C:8]([F:10])[CH:7]=1, predict the reactants needed to synthesize it. (5) Given the product [C:10]1([C:7]2[C:2]([NH2:1])=[N:3][CH:4]=[C:5]([C:22]3[CH:21]=[CH:7][CH:6]=[CH:5][CH:4]=3)[CH:6]=2)[CH:15]=[CH:14][CH:13]=[CH:12][CH:11]=1, predict the reactants needed to synthesize it. The reactants are: [NH2:1][C:2]1[C:7](Br)=[CH:6][C:5](Br)=[CH:4][N:3]=1.[C:10]1(B(O)O)[CH:15]=[CH:14][CH:13]=[CH:12][CH:11]=1.CO[CH2:21][CH2:22]OC.C(=O)([O-])[O-].[Na+].[Na+]. (6) The reactants are: [CH3:1][O:2][C:3]1[CH:13]=[CH:12][C:6]([CH:7]=[CH:8][C:9]([OH:11])=O)=[CH:5][CH:4]=1.S(Cl)(Cl)=O.[NH2:18][C:19]1[S:23][C:22]([C:24]2[CH:29]=[CH:28][C:27]([Cl:30])=[CH:26][C:25]=2[O:31][CH3:32])=[N:21][C:20]=1[CH3:33]. Given the product [Cl:30][C:27]1[CH:28]=[CH:29][C:24]([C:22]2[S:23][C:19]([NH:18][C:9](=[O:11])[CH:8]=[CH:7][C:6]3[CH:5]=[CH:4][C:3]([O:2][CH3:1])=[CH:13][CH:12]=3)=[C:20]([CH3:33])[N:21]=2)=[C:25]([O:31][CH3:32])[CH:26]=1, predict the reactants needed to synthesize it.